From a dataset of Experimentally validated miRNA-target interactions with 360,000+ pairs, plus equal number of negative samples. Binary Classification. Given a miRNA mature sequence and a target amino acid sequence, predict their likelihood of interaction. (1) The miRNA is hsa-miR-3686 with sequence AUCUGUAAGAGAAAGUAAAUGA. The protein sequence of the target gene is MVSVINTVDTSHEDMIHDAQMDYYGTRLATCSSDRSVKIFDVRNGGQILIADLRGHEGPVWQVAWAHPMYGNILASCSYDRKVIIWREENGTWEKSHEHAGHDSSVNSVCWAPHDYGLILACGSSDGAISLLTYTGEGQWEVKKINNAHTIGCNAVSWAPAVVPGSLIDHPSGQKPNYIKRFASGGCDNLIKLWKEEEDGQWKEEQKLEAHSDWVRDVAWAPSIGLPTSTIASCSQDGRVFIWTCDDASSNTWSPKLLHKFNDVVWHVSWSITANILAVSGGDNKVTLWKESVDGQWVCI.... Result: 0 (no interaction). (2) The miRNA is hsa-miR-325 with sequence CCUAGUAGGUGUCCAGUAAGUGU. The protein sequence of the target gene is MLRWLIGGGREPQGLAEKAALQTIGEDQGQNPYTELLVLEAHRDIVRFLVRLDDFRFASAGDDGIIVVWNAQTGEKLLELRGHTQKITAVIAFPPLDSCEASSQLLLTASADRTVGVWDCDTGRQIQRVTCFQSTVKCLTVLQRLDIWLSGGSDLGVWNRKLDLLCKTSHLSDTGISALVEIPGNCVAAAVGRELIIFRLVTPTEELPEWDIIEVKRLLDHQDNILSLANINDTGFVTGSHVGELLIWDALDWTVQACERTFWSPTAQLDAQQEIKLFQKQNDISINHFTCDEENIFAAV.... Result: 0 (no interaction). (3) The miRNA is hsa-miR-4648 with sequence UGUGGGACUGCAAAUGGGAG. The protein sequence of the target gene is MFFACYCALRTNVKKYRYQDEDAPHDHSLPRLTHEVRGPELVHVSEKNLSQIENVHGYVLQSHISPLKASPAPIIVNTDTLDTIPYVNGTEIEYEFEEITLERGNSGLGFSIAGGTDNPHIGDDPGIFITKIIPGGAAAEDGRLRVNDCILRVNEVDVSEVSHSKAVEALKEAGSIVRLYVRRRRPILETVVEIKLFKGPKGLGFSIAGGVGNQHIPGDNSIYVTKIIDGGAAQKDGRLQVGDRLLMVNNYSLEEVTHEEAVAILKNTSEVVYLKVGKPTTIYMTDPYGPPDITHSYSPP.... Result: 0 (no interaction). (4) The miRNA is mmu-miR-339-5p with sequence UCCCUGUCCUCCAGGAGCUCACG. The protein sequence of the target gene is MISPSFRKGMLKERVMDLASQTTILPLLFGCLGIFSLFRLLQRIRSKAYLRNAVVVVTGATSGLGRECAKVFHAAGAKLVLCGRNVKALEELSRELAGSSQGQTHQPFVVTFDLADPGTIAAAAAEILQCFGYVDVLINNAGISYRGTISDTIVDVDRKVMEINYFGPVALTKALLPSMVERKQGHIVAISSIQGKISIPFRSAYSASKHATQAFFDCLRAEMEEANIKVTVISPGYIHTNLSVNAVTADGSRYGALDKNTAQGRSAAEVAQDVFDAVGKKKKDVLLTDFVPSMAVYIRT.... Result: 1 (interaction). (5) The miRNA is mmu-miR-449c-5p with sequence AGGCAGUGCAUUGCUAGCUGG. The protein sequence of the target gene is MDSEPSSGTSVSTTASSTTTTTITTSSSRMQQPQISVYSGSDRHAVQVIQQALHRPPSSAAQYLQQMYAAQQQHLMLHTAALQQQHLSSSQLQSLAAVQASLSSGRPSTSPTGSVTQQSSMSQTSILSASPAPAQLMNRSQTSSSTSGSITQQTMLLGSTSPTLTASQAQMYLRAQMLIFTPATTVAAVQSDIPVVSSSPSPSCQSAAAQVQNLTLRSQKLGVLSSSQNGSPKSAGQTQSLTICHNKTTVTSSKISQRDPSPESKKGGSPGLESRSTAVTRTSSIHQLIAPASYSPIQPH.... Result: 1 (interaction). (6) The miRNA is hsa-miR-30c-1-3p with sequence CUGGGAGAGGGUUGUUUACUCC. The protein sequence of the target gene is MAASVEQREGTIQVQGQALFFREALPGSGQARFSVLLLHGIRFSSETWQNLGTLHRLAQAGYRAVAIDLPGLGHSKEAAAPAPIGELAPGSFLAAVVDALELGPPVVISPSLSGMYSLPFLTAPGSQLPGFVPVAPICTDKINAANYASVKTPALIVYGDQDPMGQTSFEHLKQLPNHRVLIMKGAGHPCYLDKPEEWHTGLLDFLQGLQ. Result: 0 (no interaction). (7) The miRNA is hsa-miR-20b-5p with sequence CAAAGUGCUCAUAGUGCAGGUAG. The protein sequence of the target gene is MDWGTELWDQFEVLERHTQWGLDLLDRYVKFVKERTEVEQAYAKQLRSLVKKYLPKRPAKDDPESKFSQQQSFVQILQEVNDFAGQRELVAENLSVRVCLELTKYSQEMKQERKMHFQEGRRAQQQLENGFKQLENSKRKFERDCREAEKAAQTAERLDQDINATKADVEKAKQQAHLRSHMAEESKNEYAAQLQRFNRDQAHFYFSQMPQIFDKLQDMDERRATRLGAGYGLLSEAELEVVPIIAKCLEGMKVAANAVDPKNDSHVLIELHKSGFARPGDVEFEDFSQPMNRAPSDSSL.... Result: 1 (interaction). (8) The miRNA is mmu-miR-881-3p with sequence AACUGUGUCUUUUCUGAAUAGA. The protein sequence of the target gene is MLRLSLPPNVSMGFRLVTLVALLFTHVDHITADTEAETGGNETTECTGSYYCKKGVILPIWEPQDPSFGDKIARATVYFVAMVYMFLGVSIIADRFMSSIEVITSQEKEITIKKPNGETTKTTVRIWNETVSNLTLMALGSSAPEILLSVIEVCGHNFTAGDLGPSTIVGSAAFNMFIIIALCVYVVPDGETRKIKHLRVFFVTAAWSIFAYTWLYIILSVSSPGVVEVWEGLLTFFFFPICVVFAWVADRRLLFYKYVYKRYRAGKQRGMIIEHEGDRPASKTEIEMDGKVVNSHVDNF.... Result: 0 (no interaction).